From a dataset of Full USPTO retrosynthesis dataset with 1.9M reactions from patents (1976-2016). Predict the reactants needed to synthesize the given product. Given the product [Br:1][C:2]1[CH:17]=[CH:16][C:5]2[N:6]=[C:7]([NH:21][C:20]3[C:19]([F:18])=[CH:25][C:24]([F:26])=[CH:23][C:22]=3[F:27])[C:8]3[C:13]([C:4]=2[CH:3]=1)=[C:12]([Cl:14])[N:11]=[CH:10][CH:9]=3, predict the reactants needed to synthesize it. The reactants are: [Br:1][C:2]1[CH:17]=[CH:16][C:5]2[N:6]=[C:7](Cl)[C:8]3[C:13]([C:4]=2[CH:3]=1)=[C:12]([Cl:14])[N:11]=[CH:10][CH:9]=3.[F:18][C:19]1[CH:25]=[C:24]([F:26])[CH:23]=[C:22]([F:27])[C:20]=1[NH2:21].CC(C)([O-])C.[Na+].